Dataset: Forward reaction prediction with 1.9M reactions from USPTO patents (1976-2016). Task: Predict the product of the given reaction. (1) Given the reactants [NH2:1][C:2]1[CH:7]=[CH:6][C:5]([C:8]([N:10]2[CH2:14][CH2:13][CH2:12][CH2:11]2)=[O:9])=[CH:4][C:3]=1[F:15].C([O-])(O)=[O:17].[Na+].[CH3:21][O:22][C:23]([C:25]1[C:33]2[N:32]=[C:31]([C:34](Cl)(Cl)Cl)[NH:30][C:29]=2[CH:28]=[CH:27][CH:26]=1)=[O:24], predict the reaction product. The product is: [CH3:21][O:22][C:23]([C:25]1[C:33]2[N:32]=[C:31]([C:34](=[O:17])[NH:1][C:2]3[CH:7]=[CH:6][C:5]([C:8]([N:10]4[CH2:14][CH2:13][CH2:12][CH2:11]4)=[O:9])=[CH:4][C:3]=3[F:15])[NH:30][C:29]=2[CH:28]=[CH:27][CH:26]=1)=[O:24]. (2) Given the reactants Cl[C:2](=[N:13][OH:14])[C:3]1[CH:12]=[CH:11][C:6]([C:7]([O:9][CH3:10])=[O:8])=[CH:5][CH:4]=1.[Cl:15][C:16]1[CH:21]=[CH:20][C:19]([C:22]#[CH:23])=[CH:18][CH:17]=1.C(N(CC)CC)C.O, predict the reaction product. The product is: [Cl:15][C:16]1[CH:21]=[CH:20][C:19]([C:22]2[O:14][N:13]=[C:2]([C:3]3[CH:12]=[CH:11][C:6]([C:7]([O:9][CH3:10])=[O:8])=[CH:5][CH:4]=3)[CH:23]=2)=[CH:18][CH:17]=1. (3) Given the reactants [NH:1]1[CH2:6][CH2:5][O:4][CH2:3][CH2:2]1.[Cl:7][C:8]1[C:13]([N+:14]([O-:16])=[O:15])=[C:12](Cl)[N:11]=[C:10]([S:18][CH2:19][CH2:20][CH3:21])[N:9]=1.C(N(CC)C(C)C)(C)C, predict the reaction product. The product is: [Cl:7][C:8]1[N:9]=[C:10]([S:18][CH2:19][CH2:20][CH3:21])[N:11]=[C:12]([N:1]2[CH2:6][CH2:5][O:4][CH2:3][CH2:2]2)[C:13]=1[N+:14]([O-:16])=[O:15]. (4) Given the reactants [CH2:1]([S:5][C:6]1[N:14]=[C:13]2[C:9]([N:10]=[CH:11][N:12]2[C@@H:15]2[O:27][C@H:26]([CH2:28][O:29]C(=O)C)[C@@H:21]([O:22]C(=O)C)[C@H:16]2[O:17]C(=O)C)=[C:8](Cl)[N:7]=1)[CH2:2][CH2:3][CH3:4].[C:34]1([CH2:40][CH2:41][NH2:42])[CH:39]=[CH:38][CH:37]=[CH:36][CH:35]=1, predict the reaction product. The product is: [CH2:1]([S:5][C:6]1[N:14]=[C:13]2[C:9]([N:10]=[CH:11][N:12]2[C@@H:15]2[O:27][C@H:26]([CH2:28][OH:29])[C@@H:21]([OH:22])[C@H:16]2[OH:17])=[C:8]([NH:42][CH2:41][CH2:40][C:34]2[CH:39]=[CH:38][CH:37]=[CH:36][CH:35]=2)[N:7]=1)[CH2:2][CH2:3][CH3:4]. (5) Given the reactants C([O:7][C:8]1[CH:21]=[C:20]([C:22](=[O:26])[N:23]([CH3:25])[CH3:24])[C:11]2[C:12]([CH2:15][C:16]([O:18][CH3:19])=[O:17])=[CH:13][S:14][C:10]=2[CH:9]=1)(=O)C(C)(C)C.CO.C([O-])([O-])=O.[K+].[K+], predict the reaction product. The product is: [CH3:19][O:18][C:16](=[O:17])[CH2:15][C:12]1[C:11]2[C:20]([C:22](=[O:26])[N:23]([CH3:25])[CH3:24])=[CH:21][C:8]([OH:7])=[CH:9][C:10]=2[S:14][CH:13]=1. (6) Given the reactants [C:1]([C:4]1[C:5](=[O:15])[NH:6][C:7]2[C:12]([CH:13]=1)=[CH:11][C:10]([Cl:14])=[CH:9][CH:8]=2)(=O)[CH3:2].[NH2:16][C:17]1[CH:24]=[CH:23][C:20]([C:21]#[N:22])=[C:19]([O:25][CH3:26])[CH:18]=1.ClCCl.C(O[BH-](OC(=O)C)OC(=O)C)(=O)C.[Na+], predict the reaction product. The product is: [Cl:14][C:10]1[CH:11]=[C:12]2[C:7](=[CH:8][CH:9]=1)[NH:6][C:5](=[O:15])[C:4]([CH:1]([NH:16][C:17]1[CH:24]=[CH:23][C:20]([C:21]#[N:22])=[C:19]([O:25][CH3:26])[CH:18]=1)[CH3:2])=[CH:13]2.